Task: Predict which catalyst facilitates the given reaction.. Dataset: Catalyst prediction with 721,799 reactions and 888 catalyst types from USPTO (1) Reactant: C([O:3][C:4](=[O:34])[C:5]([O:8][C:9]1[CH:14]=[CH:13][CH:12]=[C:11]([C:15]2[CH:20]=[C:19]([NH:21][CH2:22][CH2:23][C:24]3[CH:29]=[CH:28][C:27]([O:30][CH3:31])=[CH:26][CH:25]=3)[N:18]=[C:17]([O:32][CH3:33])[N:16]=2)[CH:10]=1)([CH3:7])[CH3:6])C.[OH-].[Na+]. Product: [CH3:33][O:32][C:17]1[N:16]=[C:15]([C:11]2[CH:10]=[C:9]([CH:14]=[CH:13][CH:12]=2)[O:8][C:5]([CH3:6])([CH3:7])[C:4]([OH:34])=[O:3])[CH:20]=[C:19]([NH:21][CH2:22][CH2:23][C:24]2[CH:29]=[CH:28][C:27]([O:30][CH3:31])=[CH:26][CH:25]=2)[N:18]=1. The catalyst class is: 200. (2) Reactant: [NH2:1][C:2]1[C:3](Cl)=[N:4][C:5]2[C:10]([N:11]=1)=[CH:9][C:8]([O:12][CH3:13])=[CH:7][CH:6]=2.[CH3:15][O-:16].[Na+]. Product: [NH2:1][C:2]1[C:3]([O:16][CH3:15])=[N:4][C:5]2[C:10]([N:11]=1)=[CH:9][C:8]([O:12][CH3:13])=[CH:7][CH:6]=2. The catalyst class is: 83. (3) Reactant: [CH3:1][O:2][C:3]([NH:5][C@H:6]([C:10]([N:12]1[C@@H:16]([CH3:17])[CH2:15][CH2:14][C@H:13]1[C:18]1[NH:22][C:21]2[C:23]3[C:28]([CH:29]=[CH:30][C:20]=2[N:19]=1)=[CH:27][C:26]1[C:31]2[C:36]([CH2:37][O:38][C:25]=1[CH:24]=3)=[CH:35][C:34]([C:39]1[NH:43][C:42]([C@@H:44]3[CH2:48][C@H:47]([CH2:49][O:50][CH3:51])[CH2:46][N:45]3[C:52]([O:54]C(C)(C)C)=O)=[N:41][CH:40]=1)=[CH:33][CH:32]=2)=[O:11])[CH:7]([CH3:9])[CH3:8])=[O:4].[CH3:59][O:60][C:61]([NH:63][C@H:64]([C:68]1[CH:73]=[CH:72][CH:71]=[CH:70][CH:69]=1)C(O)=O)=[O:62].CCOC(C(C#N)=NOC(N1CCOCC1)=[N+](C)C)=O.F[P-](F)(F)(F)(F)F.C(N(C(C)C)CC)(C)C. The catalyst class is: 422. Product: [CH3:59][O:60][C:61]([NH:63][C@H:64]([C:68]1[CH:73]=[CH:72][CH:71]=[CH:70][CH:69]=1)[C:52]([N:45]1[CH2:46][C@@H:47]([CH2:49][O:50][CH3:51])[CH2:48][C@H:44]1[C:42]1[NH:43][C:39]([C:34]2[CH:35]=[C:36]3[CH2:37][O:38][C:25]4[CH:24]=[C:23]5[C:28]([CH:29]=[CH:30][C:20]6[N:19]=[C:18]([C@@H:13]7[CH2:14][CH2:15][C@H:16]([CH3:17])[N:12]7[C:10](=[O:11])[C@@H:6]([NH:5][C:3](=[O:4])[O:2][CH3:1])[CH:7]([CH3:9])[CH3:8])[NH:22][C:21]=65)=[CH:27][C:26]=4[C:31]3=[CH:32][CH:33]=2)=[CH:40][N:41]=1)=[O:54])=[O:62]. (4) Reactant: F[C:2]1[CH:7]=[CH:6][CH:5]=[C:4]([F:8])[N:3]=1.[OH:9][CH2:10][C:11]1[CH:18]=[CH:17][C:14]([C:15]#[N:16])=[CH:13][CH:12]=1.[H-].[Na+]. Product: [F:8][C:4]1[N:3]=[C:2]([O:9][CH2:10][C:11]2[CH:18]=[CH:17][C:14]([C:15]#[N:16])=[CH:13][CH:12]=2)[CH:7]=[CH:6][CH:5]=1. The catalyst class is: 9. (5) Reactant: C([O:3][C:4]([C:6]1[C:10]2[CH2:11][N:12]([C:15]([O:17][C:18]([CH3:21])([CH3:20])[CH3:19])=[O:16])[CH2:13][CH2:14][C:9]=2[NH:8][N:7]=1)=[O:5])C.O.[OH-].[Li+].S([O-])(O)(=O)=O.[K+]. Product: [C:18]([O:17][C:15]([N:12]1[CH2:13][CH2:14][C:9]2[NH:8][N:7]=[C:6]([C:4]([OH:5])=[O:3])[C:10]=2[CH2:11]1)=[O:16])([CH3:21])([CH3:19])[CH3:20]. The catalyst class is: 24. (6) Reactant: Cl.[CH3:2][C:3]1([CH3:21])[C:7]([CH3:9])([CH3:8])[O:6][B:5]([C:10]2[CH:11]=[N:12][N:13]([CH:15]3[CH2:20][CH2:19][NH:18][CH2:17][CH2:16]3)[CH:14]=2)[O:4]1.C(N(CC)CC)C.[CH3:29][S:30](Cl)(=[O:32])=[O:31]. Product: [CH3:29][S:30]([N:18]1[CH2:19][CH2:20][CH:15]([N:13]2[CH:14]=[C:10]([B:5]3[O:6][C:7]([CH3:8])([CH3:9])[C:3]([CH3:21])([CH3:2])[O:4]3)[CH:11]=[N:12]2)[CH2:16][CH2:17]1)(=[O:32])=[O:31]. The catalyst class is: 2. (7) Reactant: [CH2:1]([O:8][C:9](=[O:31])[C@H:10]([NH:23][C:24]([O:26][C:27]([CH3:30])([CH3:29])[CH3:28])=[O:25])[CH2:11][CH2:12][C:13](=O)[NH:14][C:15]1[CH:20]=[CH:19][CH:18]=[CH:17][C:16]=1[NH2:21])[C:2]1[CH:7]=[CH:6][CH:5]=[CH:4][CH:3]=1.[CH:32]1([CH:38]=O)[CH2:37][CH2:36][CH2:35][CH2:34][CH2:33]1.C(O[BH-](OC(=O)C)OC(=O)C)(=O)C.[Na+].C(Cl)(Cl)Cl. Product: [CH2:1]([O:8][C:9](=[O:31])[C@H:10]([NH:23][C:24]([O:26][C:27]([CH3:30])([CH3:29])[CH3:28])=[O:25])[CH2:11][CH2:12][C:13]1[N:21]([CH2:38][CH:32]2[CH2:37][CH2:36][CH2:35][CH2:34][CH2:33]2)[C:16]2[CH:17]=[CH:18][CH:19]=[CH:20][C:15]=2[N:14]=1)[C:2]1[CH:7]=[CH:6][CH:5]=[CH:4][CH:3]=1. The catalyst class is: 68. (8) Reactant: [CH3:1][O:2][C:3]([C:5]1[C:10]([C:11]#[C:12][Si](C)(C)C)=[C:9]([NH:17]C(=O)C)[CH:8]=[C:7]([C:21]2[CH:26]=[CH:25][C:24]([Cl:27])=[C:23]([O:28][CH3:29])[C:22]=2[F:30])[N:6]=1)=[O:4].C(Cl)(=O)C.C(=O)([O-])[O-].[K+].[K+].Cl. Product: [CH3:1][O:2][C:3]([C:5]1[C:10]([C:11]#[CH:12])=[C:9]([NH2:17])[CH:8]=[C:7]([C:21]2[CH:26]=[CH:25][C:24]([Cl:27])=[C:23]([O:28][CH3:29])[C:22]=2[F:30])[N:6]=1)=[O:4]. The catalyst class is: 5. (9) Reactant: [NH2:1][C:2]1[C:10]([Br:11])=[CH:9][C:8]([O:12][C:13]([F:16])([F:15])[F:14])=[CH:7][C:3]=1[C:4]([OH:6])=O.[Cl:17][C:18]1[CH:19]=[CH:20][C:21]([S:26][CH2:27][CH3:28])=[C:22]([CH:25]=1)[CH2:23][NH2:24].Cl.ClC1C=CC(S(CC)(=O)=O)=C(C=1)CN. Product: [NH2:1][C:2]1[C:10]([Br:11])=[CH:9][C:8]([O:12][C:13]([F:16])([F:15])[F:14])=[CH:7][C:3]=1[C:4]([NH:24][CH2:23][C:22]1[CH:25]=[C:18]([Cl:17])[CH:19]=[CH:20][C:21]=1[S:26][CH2:27][CH3:28])=[O:6]. The catalyst class is: 3.